Dataset: NCI-60 drug combinations with 297,098 pairs across 59 cell lines. Task: Regression. Given two drug SMILES strings and cell line genomic features, predict the synergy score measuring deviation from expected non-interaction effect. (1) Drug 1: CC12CCC3C(C1CCC2OP(=O)(O)O)CCC4=C3C=CC(=C4)OC(=O)N(CCCl)CCCl.[Na+]. Drug 2: COCCOC1=C(C=C2C(=C1)C(=NC=N2)NC3=CC=CC(=C3)C#C)OCCOC.Cl. Cell line: SK-MEL-5. Synergy scores: CSS=-9.82, Synergy_ZIP=11.0, Synergy_Bliss=16.7, Synergy_Loewe=-5.23, Synergy_HSA=-0.831. (2) Drug 1: CC1=C(C(=CC=C1)Cl)NC(=O)C2=CN=C(S2)NC3=CC(=NC(=N3)C)N4CCN(CC4)CCO. Drug 2: COC1=C2C(=CC3=C1OC=C3)C=CC(=O)O2. Cell line: MDA-MB-435. Synergy scores: CSS=-3.55, Synergy_ZIP=3.73, Synergy_Bliss=2.18, Synergy_Loewe=-4.09, Synergy_HSA=-3.37. (3) Drug 1: CC1=C(C=C(C=C1)C(=O)NC2=CC(=CC(=C2)C(F)(F)F)N3C=C(N=C3)C)NC4=NC=CC(=N4)C5=CN=CC=C5. Drug 2: CC1=C2C(C(=O)C3(C(CC4C(C3C(C(C2(C)C)(CC1OC(=O)C(C(C5=CC=CC=C5)NC(=O)OC(C)(C)C)O)O)OC(=O)C6=CC=CC=C6)(CO4)OC(=O)C)O)C)O. Cell line: HCT-15. Synergy scores: CSS=-5.96, Synergy_ZIP=0.201, Synergy_Bliss=-4.59, Synergy_Loewe=-5.84, Synergy_HSA=-5.98. (4) Drug 1: C1=NC2=C(N=C(N=C2N1C3C(C(C(O3)CO)O)O)F)N. Drug 2: COC1=NC(=NC2=C1N=CN2C3C(C(C(O3)CO)O)O)N. Cell line: UACC-257. Synergy scores: CSS=-1.51, Synergy_ZIP=1.09, Synergy_Bliss=0.859, Synergy_Loewe=-0.539, Synergy_HSA=-0.785. (5) Drug 1: CC12CCC3C(C1CCC2O)C(CC4=C3C=CC(=C4)O)CCCCCCCCCS(=O)CCCC(C(F)(F)F)(F)F. Drug 2: C1=CN(C=N1)CC(O)(P(=O)(O)O)P(=O)(O)O. Cell line: UACC62. Synergy scores: CSS=-1.21, Synergy_ZIP=0.940, Synergy_Bliss=0.769, Synergy_Loewe=-1.15, Synergy_HSA=-0.909. (6) Drug 1: CC1CCC2CC(C(=CC=CC=CC(CC(C(=O)C(C(C(=CC(C(=O)CC(OC(=O)C3CCCCN3C(=O)C(=O)C1(O2)O)C(C)CC4CCC(C(C4)OC)OCCO)C)C)O)OC)C)C)C)OC. Drug 2: COCCOC1=C(C=C2C(=C1)C(=NC=N2)NC3=CC=CC(=C3)C#C)OCCOC.Cl. Cell line: ACHN. Synergy scores: CSS=32.8, Synergy_ZIP=-2.22, Synergy_Bliss=0.846, Synergy_Loewe=4.20, Synergy_HSA=4.66. (7) Drug 1: C1=CC(=CC=C1CCCC(=O)O)N(CCCl)CCCl. Drug 2: C1CCC(C(C1)N)N.C(=O)(C(=O)[O-])[O-].[Pt+4]. Cell line: NCI-H460. Synergy scores: CSS=15.2, Synergy_ZIP=-2.28, Synergy_Bliss=-4.75, Synergy_Loewe=-7.07, Synergy_HSA=-4.38.